Dataset: Peptide-MHC class I binding affinity with 185,985 pairs from IEDB/IMGT. Task: Regression. Given a peptide amino acid sequence and an MHC pseudo amino acid sequence, predict their binding affinity value. This is MHC class I binding data. (1) The peptide sequence is ITGQIIFGF. The MHC is HLA-A31:01 with pseudo-sequence HLA-A31:01. The binding affinity (normalized) is 0.0847. (2) The peptide sequence is VTSSGVIYK. The MHC is HLA-A03:01 with pseudo-sequence HLA-A03:01. The binding affinity (normalized) is 0.348. (3) The peptide sequence is ANFRYHMDA. The MHC is H-2-Kb with pseudo-sequence H-2-Kb. The binding affinity (normalized) is 0.362. (4) The peptide sequence is VPRDRNGTF. The MHC is HLA-B07:02 with pseudo-sequence HLA-B07:02. The binding affinity (normalized) is 0.898. (5) The peptide sequence is TVTGILGSL. The MHC is HLA-A02:01 with pseudo-sequence HLA-A02:01. The binding affinity (normalized) is 0.0738. (6) The peptide sequence is KYQLKHIVW. The MHC is HLA-A02:03 with pseudo-sequence HLA-A02:03. The binding affinity (normalized) is 0. (7) The peptide sequence is AINSEMFLR. The MHC is HLA-B54:01 with pseudo-sequence HLA-B54:01. The binding affinity (normalized) is 0. (8) The peptide sequence is KSVGVERTM. The MHC is HLA-A02:19 with pseudo-sequence HLA-A02:19. The binding affinity (normalized) is 0.0847. (9) The peptide sequence is RADEEQQQA. The MHC is HLA-B44:02 with pseudo-sequence HLA-B44:02. The binding affinity (normalized) is 0.